The task is: Predict which catalyst facilitates the given reaction.. This data is from Catalyst prediction with 721,799 reactions and 888 catalyst types from USPTO. (1) Reactant: [C:1]([N:8]1[CH2:12][C@@H:11](OS(C)(=O)=O)[CH2:10][C@H:9]1[CH2:18][O:19][Si:20]([C:33]([CH3:36])([CH3:35])[CH3:34])([C:27]1[CH:32]=[CH:31][CH:30]=[CH:29][CH:28]=1)[C:21]1[CH:26]=[CH:25][CH:24]=[CH:23][CH:22]=1)([O:3][C:4]([CH3:7])([CH3:6])[CH3:5])=[O:2].[C-:37]#[N:38].[Na+]. Product: [C:1]([N:8]1[CH2:12][C@H:11]([C:37]#[N:38])[CH2:10][C@H:9]1[CH2:18][O:19][Si:20]([C:33]([CH3:36])([CH3:35])[CH3:34])([C:27]1[CH:32]=[CH:31][CH:30]=[CH:29][CH:28]=1)[C:21]1[CH:26]=[CH:25][CH:24]=[CH:23][CH:22]=1)([O:3][C:4]([CH3:7])([CH3:5])[CH3:6])=[O:2]. The catalyst class is: 3. (2) Reactant: Cl.[F:2][C:3]1[CH:11]=[CH:10][C:6]([C:7]([NH2:9])=[NH:8])=[CH:5][CH:4]=1.[Cl:12][C:13]([SH:16])(Cl)Cl.[OH-].[Na+]. Product: [Cl:12][C:13]1[S:16][N:9]=[C:7]([C:6]2[CH:10]=[CH:11][C:3]([F:2])=[CH:4][CH:5]=2)[N:8]=1. The catalyst class is: 34.